Dataset: Forward reaction prediction with 1.9M reactions from USPTO patents (1976-2016). Task: Predict the product of the given reaction. Given the reactants C([N:8]1[CH2:13][CH2:12][CH:11]([N:14]2[CH2:19][CH2:18][N:17]([C:20]3[CH:25]=[CH:24][CH:23]=[CH:22][C:21]=3[O:26][CH3:27])[CH2:16][CH2:15]2)[CH2:10][CH2:9]1)C1C=CC=CC=1.C(O)(=O)C, predict the reaction product. The product is: [CH3:27][O:26][C:21]1[CH:22]=[CH:23][CH:24]=[CH:25][C:20]=1[N:17]1[CH2:16][CH2:15][N:14]([CH:11]2[CH2:12][CH2:13][NH:8][CH2:9][CH2:10]2)[CH2:19][CH2:18]1.